From a dataset of Forward reaction prediction with 1.9M reactions from USPTO patents (1976-2016). Predict the product of the given reaction. (1) Given the reactants Cl.[Cl:2][CH:3]([C:8]1[C:9](=[O:17])[C:10]([OH:16])=[C:11]([CH3:15])[N:12]([CH3:14])[CH:13]=1)[C:4]([F:7])([F:6])[F:5].[CH3:18][N:19]1[CH2:24][CH2:23][NH:22][CH2:21][CH2:20]1, predict the reaction product. The product is: [ClH:2].[OH:16][C:10]1[C:9](=[O:17])[C:8]([CH:3]([N:22]2[CH2:23][CH2:24][N:19]([CH3:18])[CH2:20][CH2:21]2)[C:4]([F:7])([F:6])[F:5])=[CH:13][N:12]([CH3:14])[C:11]=1[CH3:15]. (2) Given the reactants [OH:1][C:2]1[C:10]2[N:9]=[C:8]([C:11]3[CH:16]=[CH:15][CH:14]=[CH:13][CH:12]=3)[NH:7][C:6]=2[C:5]([C:17]([OH:19])=O)=[CH:4][CH:3]=1.[NH2:20][CH2:21][CH:22]1[CH2:27][CH2:26][CH2:25][CH2:24][N:23]1C(OC(C)(C)C)=O, predict the reaction product. The product is: [OH:1][C:2]1[C:10]2[N:9]=[C:8]([C:11]3[CH:12]=[CH:13][CH:14]=[CH:15][CH:16]=3)[NH:7][C:6]=2[C:5]([C:17]([NH:20][CH2:21][CH:22]2[CH2:27][CH2:26][CH2:25][CH2:24][NH:23]2)=[O:19])=[CH:4][CH:3]=1. (3) Given the reactants [O:1]([C:8]1[CH:13]=[CH:12][CH:11]=[CH:10][C:9]=1[NH:14][S:15]([C:18]1[CH:26]=[CH:25][C:21]([C:22](O)=[O:23])=[CH:20][CH:19]=1)(=[O:17])=[O:16])[C:2]1[CH:7]=[CH:6][CH:5]=[CH:4][CH:3]=1.Cl.[CH3:28][O:29][C:30](=[O:34])[CH2:31][NH:32][CH3:33], predict the reaction product. The product is: [CH3:28][O:29][C:30](=[O:34])[CH2:31][N:32]([CH3:33])[C:22](=[O:23])[C:21]1[CH:20]=[CH:19][C:18]([S:15](=[O:16])(=[O:17])[NH:14][C:9]2[CH:10]=[CH:11][CH:12]=[CH:13][C:8]=2[O:1][C:2]2[CH:3]=[CH:4][CH:5]=[CH:6][CH:7]=2)=[CH:26][CH:25]=1. (4) Given the reactants [CH2:1]([O:8][C:9]([NH:11][CH2:12][C:13]([OH:15])=O)=[O:10])[C:2]1[CH:7]=[CH:6][CH:5]=[CH:4][CH:3]=1.Cl.C(N=C=NCCC[N:25]([CH3:27])C)C.[OH:28][C:29]1C2N=NNC=2C=CC=1.Cl.CNOC.C(N(CC)CC)C, predict the reaction product. The product is: [CH2:1]([O:8][C:9](=[O:10])[NH:11][CH2:12][C:13](=[O:15])[NH:25][CH2:27][O:28][CH3:29])[C:2]1[CH:3]=[CH:4][CH:5]=[CH:6][CH:7]=1. (5) Given the reactants [NH:1](C(OC(C)(C)C)=O)[C@@H:2]([C:10]([NH:12][C@H:13]([C:21]([NH:23][C@H:24]([C:32]([NH:34][C@@H:35]([C:46]([NH:48][C@H:49]([C:62]([NH:64][C@H:65]([C:69]([NH:71][C@H:72]([C:80]([NH:82][C@H:83]([C:87]([OH:89])=[O:88])[C@@H:84]([CH3:86])[OH:85])=[O:81])[CH2:73][S:74][CH2:75][NH:76][C:77]([CH3:79])=[O:78])=[O:70])[C@@H:66]([CH3:68])[OH:67])=[O:63])[CH2:50][CH2:51][CH2:52][CH2:53][NH:54]C(OC(C)(C)C)=O)=[O:47])[CH2:36][C:37]1[C:45]2[C:40](=[CH:41][CH:42]=[CH:43][CH:44]=2)[NH:39][CH:38]=1)=[O:33])[CH2:25][C:26]1[CH:31]=[CH:30][CH:29]=[CH:28][CH:27]=1)=[O:22])[CH2:14][S:15][CH2:16][NH:17][C:18]([CH3:20])=[O:19])=[O:11])[CH2:3][C:4]1[CH:9]=[CH:8][CH:7]=[CH:6][CH:5]=1.C1(OC)C=CC=CC=1.SC(O)C.C(O)(C(F)(F)F)=O, predict the reaction product. The product is: [NH2:1][C@@H:2]([C:10]([NH:12][C@H:13]([C:21]([NH:23][C@H:24]([C:32]([NH:34][C@@H:35]([C:46]([NH:48][C@H:49]([C:62]([NH:64][C@H:65]([C:69]([NH:71][C@H:72]([C:80]([NH:82][C@H:83]([C:87]([OH:89])=[O:88])[C@@H:84]([CH3:86])[OH:85])=[O:81])[CH2:73][S:74][CH2:75][NH:76][C:77]([CH3:79])=[O:78])=[O:70])[C@@H:66]([CH3:68])[OH:67])=[O:63])[CH2:50][CH2:51][CH2:52][CH2:53][NH2:54])=[O:47])[CH2:36][C:37]1[C:45]2[C:40](=[CH:41][CH:42]=[CH:43][CH:44]=2)[NH:39][CH:38]=1)=[O:33])[CH2:25][C:26]1[CH:31]=[CH:30][CH:29]=[CH:28][CH:27]=1)=[O:22])[CH2:14][S:15][CH2:16][NH:17][C:18]([CH3:20])=[O:19])=[O:11])[CH2:3][C:4]1[CH:9]=[CH:8][CH:7]=[CH:6][CH:5]=1. (6) Given the reactants C([C:5]1[CH:42]=[CH:41][C:8]([C:9]([N:11]([CH2:22][C:23]2[CH:28]=[CH:27][C:26]([C:29]#[C:30][C:31]3[CH:36]=[CH:35][C:34]([CH2:37][CH2:38][CH2:39][CH3:40])=[CH:33][CH:32]=3)=[CH:25][CH:24]=2)[C:12]2[CH:13]=[CH:14][C:15]([OH:21])=[C:16]([CH:20]=2)[C:17]([OH:19])=[O:18])=[O:10])=[CH:7][CH:6]=1)(C)(C)C.CNC[C@@H]([C@H]([C@@H]([C@@H](CO)O)O)O)O, predict the reaction product. The product is: [CH2:37]([C:34]1[CH:33]=[CH:32][C:31]([C:30]#[C:29][C:26]2[CH:27]=[CH:28][C:23]([CH2:22][N:11]([C:9]([CH:8]3[CH2:41][CH2:42][CH2:5][CH2:6][CH2:7]3)=[O:10])[C:12]3[CH:13]=[CH:14][C:15]([OH:21])=[C:16]([CH:20]=3)[C:17]([OH:19])=[O:18])=[CH:24][CH:25]=2)=[CH:36][CH:35]=1)[CH2:38][CH2:39][CH3:40]. (7) Given the reactants [O:1]1[C:5]2[CH:6]=[CH:7][C:8]([C:10]3[O:18][C:17]4[C:12](=[N:13][CH:14]=[CH:15][C:16]=4Cl)[CH:11]=3)=[CH:9][C:4]=2[O:3][CH2:2]1.[CH3:20][C:21]1[C:29]([NH2:30])=[CH:28][CH:27]=[C:26]2[C:22]=1[CH:23]=[CH:24][NH:25]2, predict the reaction product. The product is: [O:1]1[C:5]2[CH:6]=[CH:7][C:8]([C:10]3[O:18][C:17]4[C:12](=[N:13][CH:14]=[CH:15][C:16]=4[NH:30][C:29]4[C:21]([CH3:20])=[C:22]5[C:26](=[CH:27][CH:28]=4)[NH:25][CH:24]=[CH:23]5)[CH:11]=3)=[CH:9][C:4]=2[O:3][CH2:2]1. (8) Given the reactants [Br:1][C:2]1[C:10]2[S:9][C:8](Cl)=[N:7][C:6]=2[CH:5]=[CH:4][C:3]=1[O:12][CH3:13].Cl.[NH2:15][C@@H:16]1[CH2:21][CH2:20][CH2:19][CH2:18][C@H:17]1[OH:22].CCN(C(C)C)C(C)C, predict the reaction product. The product is: [Br:1][C:2]1[C:10]2[S:9][C:8]([NH:15][C@@H:16]3[CH2:21][CH2:20][CH2:19][CH2:18][C@H:17]3[OH:22])=[N:7][C:6]=2[CH:5]=[CH:4][C:3]=1[O:12][CH3:13]. (9) Given the reactants [CH3:1][CH:2]1[C:7](=[O:8])[CH2:6][CH2:5][CH:4]([C:9]([O:11][CH2:12][CH3:13])=[O:10])[CH2:3]1.[Li+].CC([N-]C(C)C)C.C1(N([S:29]([C:32]([F:35])([F:34])[F:33])(=[O:31])=[O:30])[S:29]([C:32]([F:35])([F:34])[F:33])(=[O:31])=[O:30])C=CC=CC=1.CC(=O)OCC, predict the reaction product. The product is: [CH3:1][CH:2]1[CH2:3][CH:4]([C:9]([O:11][CH2:12][CH3:13])=[O:10])[CH2:5][CH:6]=[C:7]1[O:8][S:29]([C:32]([F:35])([F:34])[F:33])(=[O:31])=[O:30]. (10) Given the reactants Br[C:2]1[CH:7]=[CH:6][CH:5]=[CH:4][C:3]=1[CH2:8][C:9]([OH:11])=[O:10].[N+:12]([C:15]1[CH:16]=[C:17]([CH:19]=[C:20]([N+:22]([O-:24])=[O:23])[CH:21]=1)[NH2:18])([O-:14])=[O:13], predict the reaction product. The product is: [N+:12]([C:15]1[CH:16]=[C:17]([NH:18][C:2]2[CH:7]=[CH:6][CH:5]=[CH:4][C:3]=2[CH2:8][C:9]([OH:11])=[O:10])[CH:19]=[C:20]([N+:22]([O-:24])=[O:23])[CH:21]=1)([O-:14])=[O:13].